Predict the reactants needed to synthesize the given product. From a dataset of Full USPTO retrosynthesis dataset with 1.9M reactions from patents (1976-2016). (1) Given the product [NH2:28][C:23]1[N:24]([CH3:27])[C:25](=[O:26])[C@:10]2([N:22]=1)[C:9]1[CH:8]=[C:7]([C:41]3[C:36]([F:35])=[N:37][CH:38]=[CH:39][CH:40]=3)[C:16]([F:17])=[CH:15][C:14]=1[O:13][C@H:12]1[CH2:18][CH2:19][O:20][CH2:21][C@H:11]21, predict the reactants needed to synthesize it. The reactants are: FC(F)(F)S(O[C:7]1[C:16]([F:17])=[CH:15][C:14]2[O:13][C@H:12]3[CH2:18][CH2:19][O:20][CH2:21][C@@H:11]3[C@:10]3([C:25](=[O:26])[N:24]([CH3:27])[C:23](/[N:28]=C/N(C)C)=[N:22]3)[C:9]=2[CH:8]=1)(=O)=O.[F:35][C:36]1[C:41](B(O)O)=[CH:40][CH:39]=[CH:38][N:37]=1. (2) Given the product [ClH:1].[Br:2][C:3]1[CH:8]=[CH:7][C:6]([NH:9]/[N:10]=[C:11](\[C:14]2[CH:15]=[N:16][CH:17]=[CH:18][CH:19]=2)/[CH3:12])=[CH:5][CH:4]=1, predict the reactants needed to synthesize it. The reactants are: [ClH:1].[Br:2][C:3]1[CH:8]=[CH:7][C:6]([NH:9][NH2:10])=[CH:5][CH:4]=1.[C:11]([C:14]1[CH:15]=[N:16][CH:17]=[CH:18][CH:19]=1)(=O)[CH3:12]. (3) Given the product [CH3:8][C:5]([C:9]1[CH:14]=[CH:13][CH:12]=[C:11]([C:26]2[C:31]([CH3:32])=[CH:30][N:29]=[C:28]3[NH:33][N:34]=[CH:35][C:27]=23)[CH:10]=1)([CH3:4])[C:6]#[N:7], predict the reactants needed to synthesize it. The reactants are: B([O-])[O-].[CH3:4][C:5]([C:9]1[CH:14]=[CH:13][CH:12]=[C:11](B2OC(C)(C)C(C)(C)O2)[CH:10]=1)([CH3:8])[C:6]#[N:7].[I-].I[C:26]1[C:31]([CH3:32])=[CH:30][N:29]=[C:28]2[NH:33][N:34]=[CH:35][C:27]=12.C([O-])([O-])=O.[Na+].[Na+].O1CCOCC1.